From a dataset of Reaction yield outcomes from USPTO patents with 853,638 reactions. Predict the reaction yield, written as a fraction of the theoretical maximum amount of product (1.0 means a 100% yield; for example, 0.34 means a 34% yield). (1) The reactants are [CH2:1]([O:3][C:4](=[O:17])/[C:5](/[CH3:16])=[CH:6]/[C:7]1[CH:12]=[CH:11][C:10]([O:13][CH3:14])=[C:9]([F:15])[CH:8]=1)[CH3:2]. The catalyst is CCO.[Pd]. The product is [CH2:1]([O:3][C:4](=[O:17])[CH:5]([CH3:16])[CH2:6][C:7]1[CH:12]=[CH:11][C:10]([O:13][CH3:14])=[C:9]([F:15])[CH:8]=1)[CH3:2]. The yield is 0.980. (2) The reactants are [NH2:1][C:2]1[CH:33]=[CH:32][C:5]([C:6]([NH:8][C@H:9]2[CH2:14][CH2:13][CH2:12][C@@H:11]([NH:15][C:16]3[N:21]=[C:20]([C:22]4[C:30]5[C:25](=[CH:26][CH:27]=[CH:28][CH:29]=5)[NH:24][CH:23]=4)[C:19]([Cl:31])=[CH:18][N:17]=3)[CH2:10]2)=[O:7])=[CH:4][CH:3]=1.CCN(C(C)C)C(C)C.[C:43](Cl)(=[O:47])[C:44]([CH3:46])=[CH2:45]. The catalyst is C1COCC1.CN1C(=O)CCC1. The product is [Cl:31][C:19]1[C:20]([C:22]2[C:30]3[C:25](=[CH:26][CH:27]=[CH:28][CH:29]=3)[NH:24][CH:23]=2)=[N:21][C:16]([NH:15][C@@H:11]2[CH2:12][CH2:13][CH2:14][C@H:9]([NH:8][C:6](=[O:7])[C:5]3[CH:32]=[CH:33][C:2]([NH:1][C:43](=[O:47])[C:44]([CH3:46])=[CH2:45])=[CH:3][CH:4]=3)[CH2:10]2)=[N:17][CH:18]=1. The yield is 0.330. (3) The reactants are [NH2:1][C:2]1[CH:7]=[CH:6][C:5]([C:8](=[O:10])[CH3:9])=[CH:4][CH:3]=1.[CH3:11][S:12](Cl)(=[O:14])=[O:13]. The catalyst is N1C=CC=CC=1.O. The product is [CH3:11][S:12]([NH:1][C:2]1[CH:7]=[CH:6][C:5]([C:8](=[O:10])[CH3:9])=[CH:4][CH:3]=1)(=[O:14])=[O:13]. The yield is 0.950. (4) The reactants are [Br:1][C:2]1[CH:3]=[C:4]([N+:16]([O-])=O)[C:5]([NH:8][C:9](=[O:15])[O:10][C:11]([CH3:14])([CH3:13])[CH3:12])=[N:6][CH:7]=1. The catalyst is C(O)(=O)C.C(OCC)(=O)C.[Fe]. The product is [NH2:16][C:4]1[C:5]([NH:8][C:9](=[O:15])[O:10][C:11]([CH3:13])([CH3:12])[CH3:14])=[N:6][CH:7]=[C:2]([Br:1])[CH:3]=1. The yield is 0.640. (5) The reactants are [OH:1][N:2]=[C:3]([C:8]([O:10][CH3:11])=[O:9])[C:4]([O:6][CH3:7])=[O:5].[CH2:12](Br)[C:13]#[CH:14].C(=O)([O-])[O-].[K+].[K+].O. The catalyst is CC(C)=O. The product is [CH2:14]([O:1][N:2]=[C:3]([C:8]([O:10][CH3:11])=[O:9])[C:4]([O:6][CH3:7])=[O:5])[C:13]#[CH:12]. The yield is 0.759. (6) The reactants are [CH3:1][N:2]1[CH2:15][CH2:14][C:5]2[NH:6][C:7]3[CH:8]=[CH:9][C:10]([CH3:13])=[CH:11][C:12]=3[C:4]=2[CH2:3]1.[OH-].[K+].Br[CH2:19][CH2:20][C:21]1[CH:26]=[CH:25][C:24]([O:27][CH2:28][CH3:29])=[CH:23][CH:22]=1. The catalyst is CN1CCCC1=O.O. The product is [CH2:28]([O:27][C:24]1[CH:25]=[CH:26][C:21]([CH2:20][CH2:19][N:6]2[C:7]3[CH:8]=[CH:9][C:10]([CH3:13])=[CH:11][C:12]=3[C:4]3[CH2:3][N:2]([CH3:1])[CH2:15][CH2:14][C:5]2=3)=[CH:22][CH:23]=1)[CH3:29]. The yield is 0.100. (7) The reactants are Br[C:2]1[CH:7]=[CH:6][C:5]([C:8]2[N:17]=[C:16]([NH:18][C:19]3[NH:20][N:21]=[C:22]([CH3:24])[CH:23]=3)[C:15]3[C:10](=[CH:11][CH:12]=[CH:13][CH:14]=3)[N:9]=2)=[CH:4][CH:3]=1.[C:25]1(B(O)O)[CH:30]=[CH:29][CH:28]=[CH:27][CH:26]=1.C([O-])([O-])=O.[Na+].[Na+].C1(P(C2C=CC=CC=2)C2C=CC=CC=2)C=CC=CC=1. The catalyst is C1COCC1.O.C([O-])(=O)C.[Pd+2].C([O-])(=O)C. The product is [C:2]1([C:25]2[CH:30]=[CH:29][CH:28]=[CH:27][CH:26]=2)[CH:7]=[CH:6][C:5]([C:8]2[N:17]=[C:16]([NH:18][C:19]3[NH:20][N:21]=[C:22]([CH3:24])[CH:23]=3)[C:15]3[C:10](=[CH:11][CH:12]=[CH:13][CH:14]=3)[N:9]=2)=[CH:4][CH:3]=1. The yield is 0.510.